The task is: Predict the product of the given reaction.. This data is from Forward reaction prediction with 1.9M reactions from USPTO patents (1976-2016). (1) Given the reactants [C:1]([C:5]1[CH:10]=[CH:9][C:8]([OH:11])=[CH:7][CH:6]=1)([CH3:4])([CH3:3])[CH3:2].[CH3:12][C:13]([C:15]1[CH:20]=[CH:19][CH:18]=[CH:17][CH:16]=1)=[CH2:14].C1CCCCC1.O, predict the reaction product. The product is: [C:1]([C:5]1[CH:6]=[CH:7][C:8]([OH:11])=[C:9]([C:13]([C:15]2[CH:20]=[CH:19][CH:18]=[CH:17][CH:16]=2)([CH3:14])[CH3:12])[CH:10]=1)([CH3:4])([CH3:2])[CH3:3]. (2) Given the reactants [O:1]=[C:2]1[C:7]([C:8](O)=[O:9])=[CH:6][CH:5]=[CH:4][N:3]1[CH2:11][C:12]1[CH:21]=[CH:20][C:19]2[C:18]([CH3:23])([CH3:22])[CH2:17][CH2:16][C:15]([CH3:25])([CH3:24])[C:14]=2[CH:13]=1.[NH2:26][C@@H:27]([CH2:35][CH2:36][CH2:37][NH:38][C:39]([NH:41][S:42]([C:45]1[C:46]([CH3:59])=[C:47]2[C:52](=[C:53]([CH3:56])[C:54]=1[CH3:55])[O:51][C:50]([CH3:58])([CH3:57])[CH2:49][CH2:48]2)(=[O:44])=[O:43])=[NH:40])[C:28]([O:30][C:31]([CH3:34])([CH3:33])[CH3:32])=[O:29].CN(C(ON1N=NC2C=CC=CC1=2)=[N+](C)C)C.F[P-](F)(F)(F)(F)F.CCN(C(C)C)C(C)C, predict the reaction product. The product is: [O:1]=[C:2]1[C:7]([C:8]([NH:26][C@@H:27]([CH2:35][CH2:36][CH2:37][NH:38][C:39]([NH:41][S:42]([C:45]2[C:46]([CH3:59])=[C:47]3[C:52](=[C:53]([CH3:56])[C:54]=2[CH3:55])[O:51][C:50]([CH3:58])([CH3:57])[CH2:49][CH2:48]3)(=[O:43])=[O:44])=[NH:40])[C:28]([O:30][C:31]([CH3:32])([CH3:33])[CH3:34])=[O:29])=[O:9])=[CH:6][CH:5]=[CH:4][N:3]1[CH2:11][C:12]1[CH:21]=[CH:20][C:19]2[C:18]([CH3:23])([CH3:22])[CH2:17][CH2:16][C:15]([CH3:25])([CH3:24])[C:14]=2[CH:13]=1. (3) Given the reactants [CH3:1][Si:2]([CH3:12])([CH3:11])[O:3][C:4]1[CH:5]=[C:6]([CH:8]=[CH:9][CH:10]=1)[NH2:7].[Cl:13][C:14]1[CH:15]=[N+:16]([O-:43])[CH:17]=[C:18]([Cl:42])[C:19]=1[CH2:20][C@H:21]([O:32][C:33]([C:35]1[S:36][C:37]([CH:40]=O)=[CH:38][CH:39]=1)=[O:34])[C:22]1[CH:27]=[CH:26][C:25]([O:28][CH3:29])=[C:24]([O:30][CH3:31])[CH:23]=1.[BH-](OC(C)=O)(OC(C)=O)OC(C)=O.[Na+].C(O)(=O)C, predict the reaction product. The product is: [Cl:42][C:18]1[CH:17]=[N+:16]([O-:43])[CH:15]=[C:14]([Cl:13])[C:19]=1[CH2:20][C@H:21]([O:32][C:33]([C:35]1[S:36][C:37]([CH2:40][NH:7][C:6]2[CH:8]=[CH:9][CH:10]=[C:4]([O:3][Si:2]([CH3:12])([CH3:11])[CH3:1])[CH:5]=2)=[CH:38][CH:39]=1)=[O:34])[C:22]1[CH:27]=[CH:26][C:25]([O:28][CH3:29])=[C:24]([O:30][CH3:31])[CH:23]=1. (4) The product is: [C:1]1([C@H:7]2[N:15]([C:17]3[CH:18]=[CH:19][C:20]4[O:21][CH2:22][C:23](=[O:27])[NH:24][C:25]=4[N:26]=3)[CH2:14][C:10]3([CH2:13][O:12][CH2:11]3)[O:9][CH2:8]2)[CH:2]=[CH:3][CH:4]=[CH:5][CH:6]=1. Given the reactants [C:1]1([C@H:7]2[NH:15][CH2:14][C:10]3([CH2:13][O:12][CH2:11]3)[O:9][CH2:8]2)[CH:6]=[CH:5][CH:4]=[CH:3][CH:2]=1.Br[C:17]1[CH:18]=[CH:19][C:20]2[O:21][CH2:22][C:23](=[O:27])[NH:24][C:25]=2[N:26]=1, predict the reaction product. (5) Given the reactants [CH3:1][O:2][C:3]1[CH:12]=[CH:11][C:10]2[NH:9][C:8](=[O:13])[C:7]3[S:14][CH:15]=[CH:16][C:6]=3[C:5]=2[C:4]=1[C:17]1[CH:33]=[CH:32][C:20]([CH2:21][CH2:22][N:23]([CH3:31])[C:24](=[O:30])[O:25][C:26]([CH3:29])([CH3:28])[CH3:27])=[CH:19][CH:18]=1.C1C(=O)N([Cl:41])C(=O)C1, predict the reaction product. The product is: [Cl:41][C:11]1[C:10]2[NH:9][C:8](=[O:13])[C:7]3[S:14][CH:15]=[CH:16][C:6]=3[C:5]=2[C:4]([C:17]2[CH:33]=[CH:32][C:20]([CH2:21][CH2:22][N:23]([CH3:31])[C:24](=[O:30])[O:25][C:26]([CH3:29])([CH3:28])[CH3:27])=[CH:19][CH:18]=2)=[C:3]([O:2][CH3:1])[CH:12]=1. (6) The product is: [F:41][C:32]1[CH:33]=[CH:34][C:35]([C:37]([F:38])([F:40])[F:39])=[CH:36][C:31]=1[NH:30][C:28](=[O:29])[NH:27][C:24]1[CH:25]=[CH:26][C:21]([C:12]2[C:13]([C:16]([N:5]3[CH2:6][CH2:7][N:2]([CH3:1])[CH2:3][CH2:4]3)=[O:18])=[CH:14][NH:15][C:11]=2[C:8]([NH2:9])=[O:10])=[CH:22][CH:23]=1. Given the reactants [CH3:1][N:2]1[CH2:7][CH2:6][NH:5][CH2:4][CH2:3]1.[C:8]([C:11]1[NH:15][CH:14]=[C:13]([C:16]([O:18]CC)=O)[C:12]=1[C:21]1[CH:26]=[CH:25][C:24]([NH:27][C:28]([NH:30][C:31]2[CH:36]=[C:35]([C:37]([F:40])([F:39])[F:38])[CH:34]=[CH:33][C:32]=2[F:41])=[O:29])=[CH:23][CH:22]=1)(=[O:10])[NH2:9], predict the reaction product. (7) Given the reactants Cl[C:2]1[C:3](F)=[C:4]([C:8]2[C:9]([OH:18])=[CH:10][C:11]3[C:16]([CH:17]=2)=[CH:15][CH:14]=[CH:13][CH:12]=3)[CH:5]=[CH:6][CH:7]=1.CN1CCCC1=O.C(=O)([O-])[O-].[K+].[K+].[ClH:33], predict the reaction product. The product is: [Cl:33][C:13]1[CH:14]=[CH:15][C:16]2[C:11](=[CH:10][C:9]3[O:18][C:3]4[CH:2]=[CH:7][CH:6]=[CH:5][C:4]=4[C:8]=3[CH:17]=2)[CH:12]=1.